From a dataset of Reaction yield outcomes from USPTO patents with 853,638 reactions. Predict the reaction yield, written as a fraction of the theoretical maximum amount of product (1.0 means a 100% yield; for example, 0.34 means a 34% yield). (1) No catalyst specified. The reactants are [C:1]1([CH:13]2[CH2:18][CH2:17][C:16](=[CH:19][C:20]([O:22][CH2:23][CH3:24])=[O:21])[CH2:15][CH2:14]2)[N:2]=[N:3][N:4]2[C:9]=1[C:8]1[CH:10]=[CH:11][NH:12][C:7]=1[N:6]=[CH:5]2.C1(C2CCC(=CC#N)CC2)N=NN2C=1C1C=CNC=1N=C2. The product is [C:1]1([CH:13]2[CH2:14][CH2:15][CH:16]([CH2:19][C:20]([O:22][CH2:23][CH3:24])=[O:21])[CH2:17][CH2:18]2)[N:2]=[N:3][N:4]2[C:9]=1[C:8]1[CH:10]=[CH:11][NH:12][C:7]=1[N:6]=[CH:5]2. The yield is 0.510. (2) The reactants are Cl[C:2]1[CH:3]=[CH:4][N:5]2[C:10]([C:11]=1[CH3:12])=[C:9]([CH:13]1[CH2:15][CH2:14]1)[CH:8]=[C:7]([C:16]([O:18][CH3:19])=[O:17])[C:6]2=[O:20].C(O)C.C(=O)([O-])[O-].[Na+].[Na+].[O:30]=[C:31]1[CH:40]([NH:41][C:42](=[O:48])[O:43][C:44]([CH3:47])([CH3:46])[CH3:45])[CH2:39][C:38]2[C:33](=[CH:34][C:35](B3OC(C)(C)C(C)(C)O3)=[CH:36][CH:37]=2)[NH:32]1. The catalyst is C1(C)C=CC=CC=1.C(Cl)Cl.O.[Pd](Cl)Cl.C1(P(C2C=CC=CC=2)[C-]2C=CC=C2)C=CC=CC=1.[C-]1(P(C2C=CC=CC=2)C2C=CC=CC=2)C=CC=C1.[Fe+2]. The product is [C:44]([O:43][C:42]([NH:41][CH:40]1[CH2:39][C:38]2[C:33](=[CH:34][C:35]([C:2]3[CH:3]=[CH:4][N:5]4[C:10]([C:11]=3[CH3:12])=[C:9]([CH:13]3[CH2:15][CH2:14]3)[CH:8]=[C:7]([C:16]([O:18][CH3:19])=[O:17])[C:6]4=[O:20])=[CH:36][CH:37]=2)[NH:32][C:31]1=[O:30])=[O:48])([CH3:47])([CH3:45])[CH3:46]. The yield is 0.530. (3) The reactants are C[O:2][C:3](=[O:37])/[CH:4]=[CH:5]/[C:6]1[CH:11]=[CH:10][C:9]([CH:12]([N:26]([CH:35]=[O:36])[CH2:27][CH2:28][N:29]2[CH2:34][CH2:33][O:32][CH2:31][CH2:30]2)[C:13](=[O:25])[NH:14][C:15]2[CH:20]=[CH:19][C:18]([C:21]([F:24])([F:23])[F:22])=[CH:17][CH:16]=2)=[CH:8][CH:7]=1.[OH-].[Na+].Cl. The catalyst is C1COCC1. The product is [CH:35]([N:26]([CH:12]([C:13](=[O:25])[NH:14][C:15]1[CH:16]=[CH:17][C:18]([C:21]([F:23])([F:24])[F:22])=[CH:19][CH:20]=1)[C:9]1[CH:10]=[CH:11][C:6](/[CH:5]=[CH:4]/[C:3]([OH:37])=[O:2])=[CH:7][CH:8]=1)[CH2:27][CH2:28][N:29]1[CH2:34][CH2:33][O:32][CH2:31][CH2:30]1)=[O:36]. The yield is 0.410. (4) The reactants are Br[C:2]1[S:6][C:5]([C:7]2[N:11]=[CH:10][N:9]([CH2:12][O:13][CH2:14][CH2:15][Si:16]([CH3:19])([CH3:18])[CH3:17])[N:8]=2)=[C:4]([CH:20]([C:22]2[CH:27]=[CH:26][C:25]([Cl:28])=[CH:24][CH:23]=2)[OH:21])[CH:3]=1.C[Sn](C)(C)[C:31]1[CH:36]=[CH:35][N:34]=[C:33]([NH:37][C:38](=[O:40])[CH3:39])[CH:32]=1.[Cl-].[Li+]. The catalyst is O1CCOCC1.C1C=CC([P]([Pd]([P](C2C=CC=CC=2)(C2C=CC=CC=2)C2C=CC=CC=2)([P](C2C=CC=CC=2)(C2C=CC=CC=2)C2C=CC=CC=2)[P](C2C=CC=CC=2)(C2C=CC=CC=2)C2C=CC=CC=2)(C2C=CC=CC=2)C2C=CC=CC=2)=CC=1.[Cu]I. The product is [Cl:28][C:25]1[CH:26]=[CH:27][C:22]([CH:20]([OH:21])[C:4]2[CH:3]=[C:2]([C:31]3[CH:36]=[CH:35][N:34]=[C:33]([NH:37][C:38](=[O:40])[CH3:39])[CH:32]=3)[S:6][C:5]=2[C:7]2[N:11]=[CH:10][N:9]([CH2:12][O:13][CH2:14][CH2:15][Si:16]([CH3:19])([CH3:18])[CH3:17])[N:8]=2)=[CH:23][CH:24]=1. The yield is 0.800. (5) The reactants are CC1(C)C(C)(C)OB([C:9]2[CH:18]=[C:17]3[C:12]([CH2:13][CH2:14][CH2:15][N:16]3[C:19](=[O:21])[CH3:20])=[CH:11][CH:10]=2)O1.Br[C:24]1[S:25][C:26]([Cl:34])=[C:27]([C:29]([O:31][CH2:32][CH3:33])=[O:30])[N:28]=1.[Cl-].[Li+].C(=O)([O-])[O-].[Cs+].[Cs+]. The catalyst is C1C=CC([P]([Pd]([P](C2C=CC=CC=2)(C2C=CC=CC=2)C2C=CC=CC=2)([P](C2C=CC=CC=2)(C2C=CC=CC=2)C2C=CC=CC=2)[P](C2C=CC=CC=2)(C2C=CC=CC=2)C2C=CC=CC=2)(C2C=CC=CC=2)C2C=CC=CC=2)=CC=1.O.O1CCOCC1. The product is [C:19]([N:16]1[C:17]2[C:12](=[CH:11][CH:10]=[C:9]([C:24]3[S:25][C:26]([Cl:34])=[C:27]([C:29]([O:31][CH2:32][CH3:33])=[O:30])[N:28]=3)[CH:18]=2)[CH2:13][CH2:14][CH2:15]1)(=[O:21])[CH3:20]. The yield is 0.340. (6) The reactants are [S:1]1[CH:5]=[CH:4][C:3]2[C:6](=[O:9])[CH2:7][CH2:8][C:2]1=2.[BH4-].[Na+].[CH3:12]O. No catalyst specified. The product is [CH3:12][O:9][CH:6]1[C:3]2[CH:4]=[CH:5][S:1][C:2]=2[CH2:8][CH2:7]1. The yield is 0.600. (7) The reactants are C(=O)([O-])[O-].[K+].[K+].[CH3:7][O:8][CH2:9][N:10]=[C:11]=[S:12].[C:13]([C:15]1[CH:20]=[CH:19][C:18]([O:21][C:22]2[CH:26]=[C:25]([CH3:27])[NH:24][N:23]=2)=[C:17]([C:28]([F:31])([F:30])[F:29])[CH:16]=1)#[N:14].Cl. The catalyst is C(OCC)(=O)C. The product is [CH3:7][O:8][CH2:9][NH:10][C:11]([N:24]1[C:25]([CH3:27])=[CH:26][C:22]([O:21][C:18]2[CH:19]=[CH:20][C:15]([C:13]#[N:14])=[CH:16][C:17]=2[C:28]([F:29])([F:30])[F:31])=[N:23]1)=[S:12]. The yield is 0.324. (8) The reactants are [Br:1][C:2]1[CH:3]=[C:4]([N+:12]([O-:14])=[O:13])[C:5]2[N:9]=[C:8]([CH3:10])[NH:7][C:6]=2[CH:11]=1.Br[CH2:16][C:17]1[CH:22]=[CH:21][CH:20]=[C:19]([Cl:23])[C:18]=1[Cl:24].C([O-])([O-])=O.[K+].[K+]. The catalyst is CN(C=O)C. The product is [Br:1][C:2]1[CH:3]=[C:4]([N+:12]([O-:14])=[O:13])[C:5]2[N:9]=[C:8]([CH3:10])[N:7]([CH2:16][C:17]3[CH:22]=[CH:21][CH:20]=[C:19]([Cl:23])[C:18]=3[Cl:24])[C:6]=2[CH:11]=1. The yield is 0.830. (9) The reactants are [C:1]([C:3]1[C:4]([NH2:10])=[N:5][C:6]([NH2:9])=[CH:7][CH:8]=1)#[CH:2].[F:11][C:12]1[CH:28]=[CH:27][C:15]([CH2:16][C:17]2[O:21][C:20]([CH2:22][C:23](Cl)=[N:24][OH:25])=[CH:19][CH:18]=2)=[CH:14][CH:13]=1.C(N(CC)CC)C. The catalyst is O1CCCC1. The product is [F:11][C:12]1[CH:28]=[CH:27][C:15]([CH2:16][C:17]2[O:21][C:20]([CH2:22][C:23]3[CH:2]=[C:1]([C:3]4[C:4]([NH2:10])=[N:5][C:6]([NH2:9])=[CH:7][CH:8]=4)[O:25][N:24]=3)=[CH:19][CH:18]=2)=[CH:14][CH:13]=1. The yield is 0.330.